This data is from Reaction yield outcomes from USPTO patents with 853,638 reactions. The task is: Predict the reaction yield, written as a fraction of the theoretical maximum amount of product (1.0 means a 100% yield; for example, 0.34 means a 34% yield). (1) The reactants are Br[CH2:2][CH2:3][CH2:4][Cl:5].C(=O)([O-])[O-].[K+].[K+].[I:12][C:13]1[CH:18]=[CH:17][C:16]([OH:19])=[CH:15][CH:14]=1. The catalyst is CC(C)=O. The product is [Cl:5][CH2:4][CH2:3][CH2:2][O:19][C:16]1[CH:17]=[CH:18][C:13]([I:12])=[CH:14][CH:15]=1. The yield is 1.00. (2) The reactants are FC(F)(F)S(O[C:7]1[C@@:11]2([CH3:27])[CH2:12][CH2:13][C@H:14]3[C@H:23]([C@@H:10]2[CH2:9][CH:8]=1)[CH2:22][CH:21]=[C:20]1[C@:15]3([CH3:26])[CH2:16][CH2:17][C:18](=[O:25])[N:19]1[CH3:24])(=O)=O.C(B(CC)[C:33]1[CH:34]=[N:35][CH:36]=[CH:37][CH:38]=1)C.C(=O)([O-])[O-].[Na+].[Na+]. The catalyst is C1COCC1.Cl[Pd](Cl)([P](C1C=CC=CC=1)(C1C=CC=CC=1)C1C=CC=CC=1)[P](C1C=CC=CC=1)(C1C=CC=CC=1)C1C=CC=CC=1. The product is [CH3:24][N:19]1[C:20]2[C@@:15]([CH3:26])([C@H:14]3[CH2:13][CH2:12][C@@:11]4([CH3:27])[C@@H:10]([CH2:9][CH:8]=[C:7]4[C:33]4[CH:34]=[N:35][CH:36]=[CH:37][CH:38]=4)[C@@H:23]3[CH2:22][CH:21]=2)[CH2:16][CH2:17][C:18]1=[O:25]. The yield is 0.500. (3) The reactants are [Cl:1][C:2]1[N:7]=[C:6]([Cl:8])[C:5]([F:9])=[C:4](Cl)[N:3]=1.[NH:11]1[CH2:16][CH2:15][O:14][CH2:13][CH2:12]1. The catalyst is C(O)C. The product is [Cl:1][C:2]1[N:3]=[C:4]([N:11]2[CH2:16][CH2:15][O:14][CH2:13][CH2:12]2)[C:5]([F:9])=[C:6]([Cl:8])[N:7]=1. The yield is 0.860. (4) The reactants are [OH:1][CH2:2][C:3]([CH3:8])([CH3:7])[C:4]([OH:6])=O.[CH3:9][O:10][C:11]1[CH:18]=[CH:17][C:14]([CH2:15][NH2:16])=[CH:13][CH:12]=1. The product is [OH:1][CH2:2][C:3]([CH3:8])([CH3:7])[C:4]([NH:16][CH2:15][C:14]1[CH:17]=[CH:18][C:11]([O:10][CH3:9])=[CH:12][CH:13]=1)=[O:6]. The yield is 0.970. No catalyst specified. (5) The reactants are C([O:8][CH2:9][C@H:10]([CH:37]([CH3:39])[CH3:38])[CH2:11][C@H:12]1[C@@H:16]([CH2:17][NH:18][C:19](=[O:27])[C:20]([CH3:26])([CH3:25])[CH2:21][CH2:22][CH2:23][CH3:24])[O:15][C:14]([CH3:29])([CH3:28])[N:13]1[C:30]([O:32][C:33]([CH3:36])([CH3:35])[CH3:34])=[O:31])C1C=CC=CC=1. The catalyst is CCO.[OH-].[OH-].[Pd+2]. The product is [CH3:26][C:20]([CH3:25])([CH2:21][CH2:22][CH2:23][CH3:24])[C:19]([NH:18][CH2:17][C@H:16]1[O:15][C:14]([CH3:28])([CH3:29])[N:13]([C:30]([O:32][C:33]([CH3:34])([CH3:35])[CH3:36])=[O:31])[C@H:12]1[CH2:11][C@H:10]([CH2:9][OH:8])[CH:37]([CH3:38])[CH3:39])=[O:27]. The yield is 0.960. (6) The reactants are [CH:1]([O:4][C:5]([N:7]1[CH2:12][CH2:11][CH:10]([O:13][C:14]2[C:19]([C:20]#[N:21])=[C:18]([NH:22][C:23]3[CH:28]=[CH:27][C:26](I)=[CH:25][C:24]=3[F:30])[N:17]=[CH:16][N:15]=2)[CH2:9][CH2:8]1)=[O:6])([CH3:3])[CH3:2].[NH:31]1[CH2:36][CH2:35][O:34][CH2:33][CH2:32]1.N1CCC[C@H]1C(O)=O.C(=O)([O-])[O-].[K+].[K+]. The catalyst is CS(C)=O.[Cu]I. The product is [CH:1]([O:4][C:5]([N:7]1[CH2:12][CH2:11][CH:10]([O:13][C:14]2[C:19]([C:20]#[N:21])=[C:18]([NH:22][C:23]3[CH:28]=[CH:27][C:26]([N:31]4[CH2:36][CH2:35][O:34][CH2:33][CH2:32]4)=[CH:25][C:24]=3[F:30])[N:17]=[CH:16][N:15]=2)[CH2:9][CH2:8]1)=[O:6])([CH3:3])[CH3:2]. The yield is 0.450. (7) The reactants are [C:1]([O:5][C:6]([NH:8][CH:9]([CH2:13][CH2:14][CH2:15][CH:16]([CH3:18])[CH3:17])[C:10](O)=O)=[O:7])([CH3:4])([CH3:3])[CH3:2].C(=O)([O-])[O-].[Cs+].[Cs+].[Br:25][C:26]1[CH:27]=[C:28]([CH:33]=[CH:34][CH:35]=1)[C:29](=O)CBr.C([O-])(=O)C.[NH4+:40].C[N:42]([CH3:45])C=O. The catalyst is C(O)C.C(OCC)(=O)C.C1(C)C(C)=CC=CC=1.O. The product is [Br:25][C:26]1[CH:27]=[C:28]([C:29]2[N:40]=[C:10]([CH:9]([NH:8][C:6](=[O:7])[O:5][C:1]([CH3:4])([CH3:3])[CH3:2])[CH2:13][CH2:14][CH2:15][CH:16]([CH3:18])[CH3:17])[NH:42][CH:45]=2)[CH:33]=[CH:34][CH:35]=1. The yield is 0.630.